From a dataset of Full USPTO retrosynthesis dataset with 1.9M reactions from patents (1976-2016). Predict the reactants needed to synthesize the given product. (1) Given the product [C:17]1([NH:1][C:2]2[C:6]3[C:7](=[O:11])[NH:8][CH:9]=[CH:10][C:5]=3[NH:4][N:3]=2)[CH:22]=[CH:21][CH:20]=[CH:19][CH:18]=1, predict the reactants needed to synthesize it. The reactants are: [NH2:1][C:2]1[C:6]2[C:7]([OH:11])=[N:8][CH:9]=[CH:10][C:5]=2[NH:4][N:3]=1.C(P(C(C)(C)C)[C:17]1[C:22](C)=[C:21](C)[C:20](C)=[C:19](C)[C:18]=1[C:17]1[C:22](C(C)C)=[CH:21][C:20](C(C)C)=[CH:19][C:18]=1C(C)C)(C)(C)C.[O-]P([O-])([O-])=O.[K+].[K+].[K+].BrC1C=CC=CC=1. (2) Given the product [I:19][C:10]1[C:11]([C:14]([O:16][CH2:17][CH3:18])=[O:15])=[N:12][O:13][C:9]=1[CH3:8], predict the reactants needed to synthesize it. The reactants are: C(O)(C(F)(F)F)=O.[CH3:8][C:9]1[O:13][N:12]=[C:11]([C:14]([O:16][CH2:17][CH3:18])=[O:15])[CH:10]=1.[I:19]N1C(=O)CCC1=O. (3) The reactants are: Br[C:2]1[CH:3]=[CH:4][C:5]([O:8][CH2:9][CH3:10])=[N:6][CH:7]=1.[B:11]1([B:11]2[O:15][C:14]([CH3:17])([CH3:16])[C:13]([CH3:19])([CH3:18])[O:12]2)[O:15][C:14]([CH3:17])([CH3:16])[C:13]([CH3:19])([CH3:18])[O:12]1.C([O-])(=O)C.[K+]. Given the product [CH2:9]([O:8][C:5]1[CH:4]=[CH:3][C:2]([B:11]2[O:15][C:14]([CH3:17])([CH3:16])[C:13]([CH3:19])([CH3:18])[O:12]2)=[CH:7][N:6]=1)[CH3:10], predict the reactants needed to synthesize it. (4) Given the product [OH:10][CH2:9][CH2:8][CH2:7][CH:2]1[CH2:3][CH2:4][CH2:5][CH2:6][N:1]1[C:19]([O:21][CH2:22][C:23]1[CH:28]=[CH:27][CH:26]=[CH:25][CH:24]=1)=[O:20], predict the reactants needed to synthesize it. The reactants are: [NH:1]1[CH2:6][CH2:5][CH2:4][CH2:3][CH:2]1[CH2:7][CH2:8][CH2:9][OH:10].C(N(CC)CC)C.Cl[C:19]([O:21][CH2:22][C:23]1[CH:28]=[CH:27][CH:26]=[CH:25][CH:24]=1)=[O:20]. (5) Given the product [C:1]([C:4]1[C:22](=[O:23])[C@@:8]2([CH3:24])[C:9]3[C:15]([OH:16])=[CH:14][C:13]([O:17][CH3:18])=[C:12]([C:19]([NH:21][CH2:26][C:27]4[CH:32]=[CH:31][CH:30]=[CH:29][CH:28]=4)=[O:20])[C:10]=3[O:11][C:7]2=[CH:6][C:5]=1[OH:25])(=[O:3])[CH3:2], predict the reactants needed to synthesize it. The reactants are: [C:1]([C:4]1[C:22](=[O:23])[C@@:8]2([CH3:24])[C:9]3[C:15]([OH:16])=[CH:14][C:13]([O:17][CH3:18])=[C:12]([C:19]([NH2:21])=[O:20])[C:10]=3[O:11][C:7]2=[CH:6][C:5]=1[OH:25])(=[O:3])[CH3:2].[CH:26](=O)[C:27]1[CH:32]=[CH:31][CH:30]=[CH:29][CH:28]=1.C([SiH](CC)CC)C.FC(F)(F)C(O)=O. (6) Given the product [C:28]([O:27][C:26](=[O:32])[NH:25][CH2:24][CH2:23][NH:22][C:9]1[C:18]2[C:13](=[CH:14][CH:15]=[CH:16][CH:17]=2)[N:12]=[CH:11][C:10]=1[N+:19]([O-:21])=[O:20])([CH3:31])([CH3:29])[CH3:30], predict the reactants needed to synthesize it. The reactants are: C(N(CC)CC)C.Cl[C:9]1[C:18]2[C:13](=[CH:14][CH:15]=[CH:16][CH:17]=2)[N:12]=[CH:11][C:10]=1[N+:19]([O-:21])=[O:20].[NH2:22][CH2:23][CH2:24][NH:25][C:26](=[O:32])[O:27][C:28]([CH3:31])([CH3:30])[CH3:29].O. (7) The reactants are: [Br:1][C:2]1[C:10]2[C:5](=[CH:6][C:7]([CH3:14])=[C:8]([N+:11]([O-:13])=[O:12])[CH:9]=2)[NH:4][N:3]=1.Cl[C:16]([C:29]1[CH:34]=[CH:33][CH:32]=[CH:31][CH:30]=1)([C:23]1[CH:28]=[CH:27][CH:26]=[CH:25][CH:24]=1)[C:17]1[CH:22]=[CH:21][CH:20]=[CH:19][CH:18]=1. Given the product [Br:1][C:2]1[C:10]2[C:5](=[CH:6][C:7]([CH3:14])=[C:8]([N+:11]([O-:13])=[O:12])[CH:9]=2)[N:4]([C:16]([C:17]2[CH:22]=[CH:21][CH:20]=[CH:19][CH:18]=2)([C:29]2[CH:30]=[CH:31][CH:32]=[CH:33][CH:34]=2)[C:23]2[CH:24]=[CH:25][CH:26]=[CH:27][CH:28]=2)[N:3]=1, predict the reactants needed to synthesize it. (8) Given the product [CH2:1]([O:8][CH:9]1[CH2:19][CH2:18][CH2:17][C:10]1([NH:14][C:13]([O:25][C:22]([CH3:24])([CH3:23])[CH3:21])=[O:15])[C:11]([OH:36])=[O:16])[C:2]1[CH:7]=[CH:6][CH:5]=[CH:4][CH:3]=1, predict the reactants needed to synthesize it. The reactants are: [CH2:1]([O:8][CH:9]1[CH2:19][CH2:18][CH2:17][C:10]21[NH:14][C:13](=[O:15])N[C:11]2=[O:16])[C:2]1[CH:7]=[CH:6][CH:5]=[CH:4][CH:3]=1.Cl.[CH3:21][C:22]([O:25]C(OC([O:25][C:22]([CH3:24])([CH3:23])[CH3:21])=O)=O)([CH3:24])[CH3:23].[OH-:36].[Na+]. (9) Given the product [CH3:12][N:13]1[CH:17]=[C:16]([C:18]2[CH:19]=[CH:20][C:21]([C:2]3[C:11]4[C:6](=[CH:7][CH:8]=[CH:9][CH:10]=4)[CH:5]=[N:4][CH:3]=3)=[CH:22][CH:23]=2)[CH:15]=[N:14]1, predict the reactants needed to synthesize it. The reactants are: Br[C:2]1[C:11]2[C:6](=[CH:7][CH:8]=[CH:9][CH:10]=2)[CH:5]=[N:4][CH:3]=1.[CH3:12][N:13]1[CH:17]=[C:16]([C:18]2[CH:23]=[CH:22][C:21](B3OC(C)(C)C(C)(C)O3)=[CH:20][CH:19]=2)[CH:15]=[N:14]1.C(Cl)Cl.C(=O)([O-])[O-].[Na+].[Na+].O. (10) Given the product [CH3:24][O:23][C:21](=[O:22])[CH2:20][O:8][C:5]1[CH:6]=[CH:7][C:2]([F:1])=[C:3]([C:9]([F:10])([F:11])[F:12])[CH:4]=1, predict the reactants needed to synthesize it. The reactants are: [F:1][C:2]1[CH:7]=[CH:6][C:5]([OH:8])=[CH:4][C:3]=1[C:9]([F:12])([F:11])[F:10].C(=O)([O-])[O-].[K+].[K+].Br[CH2:20][C:21]([O:23][CH3:24])=[O:22].